From a dataset of Reaction yield outcomes from USPTO patents with 853,638 reactions. Predict the reaction yield, written as a fraction of the theoretical maximum amount of product (1.0 means a 100% yield; for example, 0.34 means a 34% yield). The reactants are [CH:1]1([CH2:4][NH:5][C:6]2[C:11]([N+:12]([O-])=O)=[CH:10][CH:9]=[CH:8][N:7]=2)[CH2:3][CH2:2]1. The catalyst is CO.[Pd]. The product is [CH:1]1([CH2:4][NH:5][C:6]2[C:11]([NH2:12])=[CH:10][CH:9]=[CH:8][N:7]=2)[CH2:2][CH2:3]1. The yield is 0.995.